Dataset: Forward reaction prediction with 1.9M reactions from USPTO patents (1976-2016). Task: Predict the product of the given reaction. (1) Given the reactants Br[C:2]1[CH:11]=[CH:10][C:5]([C:6]([O:8][CH3:9])=[O:7])=[CH:4][CH:3]=1.[CH:12]([CH2:14][C:15]([OH:17])=[O:16])=[CH2:13].C(N(CCCC)CCCC)CCC.C1(C)C=CC=CC=1P(C1C=CC=CC=1C)C1C=CC=CC=1C.Cl.[H][H].COC(=O)C1C=CC(CCCC(O)=O)=CC=1, predict the reaction product. The product is: [CH3:9][O:8][C:6](=[O:7])[C:5]1[CH:10]=[CH:11][C:2]([CH:12]([CH3:13])[CH2:14][C:15]([OH:17])=[O:16])=[CH:3][CH:4]=1. (2) Given the reactants Cl[C:2]1[CH:7]=[C:6]([N:8]2C=[C:12]([C:14]3[CH:19]=[CH:18][C:17]([F:20])=[CH:16][CH:15]=3)[N:11]=[C:10]([C:21]3[CH:26]=[CH:25][CH:24]=[CH:23][CH:22]=3)[NH:9]2)[N:5]=[CH:4][N:3]=1.[NH4+:27].[OH-], predict the reaction product. The product is: [NH2:27][C:2]1[N:3]=[CH:4][N:5]=[C:6]([N:8]2[C:12]([C:14]3[CH:15]=[CH:16][C:17]([F:20])=[CH:18][CH:19]=3)=[N:11][C:10]([C:21]3[CH:22]=[CH:23][CH:24]=[CH:25][CH:26]=3)=[N:9]2)[CH:7]=1. (3) Given the reactants F[C:2]1[CH:9]=[C:8]([N:10]2[C:22]3[CH:21]=[CH:20][CH:19]=[C:18]([C:23]4[NH:27][C:26]5[CH:28]=[C:29]([F:32])[CH:30]=[CH:31][C:25]=5[N:24]=4)[C:17]=3[C:16]3[C:11]2=[CH:12][CH:13]=[CH:14][CH:15]=3)[CH:7]=[CH:6][C:3]=1[C:4]#[N:5].C(=O)([O-])[O-].[K+].[K+].[NH2:39][CH2:40][CH2:41][C:42]1[CH:43]=[N:44][CH:45]=[CH:46][CH:47]=1.[OH-:48].[Na+].OO, predict the reaction product. The product is: [F:32][C:29]1[CH:30]=[CH:31][C:25]2[N:24]=[C:23]([C:18]3[C:17]4[C:16]5[C:11](=[CH:12][CH:13]=[CH:14][CH:15]=5)[N:10]([C:8]5[CH:7]=[CH:6][C:3]([C:4]([NH2:5])=[O:48])=[C:2]([NH:39][CH2:40][CH2:41][C:42]6[CH:43]=[N:44][CH:45]=[CH:46][CH:47]=6)[CH:9]=5)[C:22]=4[CH:21]=[CH:20][CH:19]=3)[NH:27][C:26]=2[CH:28]=1. (4) Given the reactants [Br:1][C:2]1[CH:15]=[CH:14][C:13]2[O:12][C:11]3[C:6](=[CH:7][C:8]([I:16])=[CH:9][CH:10]=3)[C:5]([CH:18]=[CH2:19])(O)[C:4]=2[CH:3]=1.[NH2:20][C:21]([NH2:23])=[S:22].C(O)(C(F)(F)F)=O, predict the reaction product. The product is: [Br:1][C:2]1[CH:15]=[CH:14][C:13]2[O:12][C:11]3[C:6](=[CH:7][C:8]([I:16])=[CH:9][CH:10]=3)[C:5]3([CH2:18][CH2:19][S:22][C:21]([NH2:23])=[N:20]3)[C:4]=2[CH:3]=1.